From a dataset of Full USPTO retrosynthesis dataset with 1.9M reactions from patents (1976-2016). Predict the reactants needed to synthesize the given product. (1) Given the product [N:3]1([CH2:4]/[CH:5]=[CH:6]\[C:7]2[CH:12]=[C:11]([F:13])[CH:10]=[CH:9][C:8]=2[S:14]([NH:17][C:18]2[C:27]([C:28]([O:30][CH3:31])=[O:29])=[C:26]3[C:21]([C:22]4[CH:34]=[CH:33][O:32][C:23]=4[CH2:24][O:25]3)=[CH:20][CH:19]=2)(=[O:16])=[O:15])[CH2:1][CH2:2][CH2:36][CH2:35]1, predict the reactants needed to synthesize it. The reactants are: [CH2:1]([N:3]([CH2:35][CH3:36])[CH2:4]/[CH:5]=[CH:6]\[C:7]1[CH:12]=[C:11]([F:13])[CH:10]=[CH:9][C:8]=1[S:14]([NH:17][C:18]1[C:27]([C:28]([O:30][CH3:31])=[O:29])=[C:26]2[C:21]([C:22]3[CH:34]=[CH:33][O:32][C:23]=3[CH2:24][O:25]2)=[CH:20][CH:19]=1)(=[O:16])=[O:15])[CH3:2].BrC1C=C(F)C=CC=1S(NC1C(C(OC)=O)=C2C(C3C=COC=3CO2)=CC=1)(=O)=O.C([Sn](CCCC)(CCCC)/C=C\CN1CCCC1)CCC. (2) The reactants are: [C:1]1([S:7]([N:10]2[C:14]3[N:15]=[CH:16][N:17]=[C:18]([N:19]4[CH2:24][CH2:23][CH:22]([NH:25][S:26]([C:29]5[CH:34]=[CH:33][C:32]([CH2:35][CH3:36])=[CH:31][CH:30]=5)(=[O:28])=[O:27])[CH2:21][CH2:20]4)[C:13]=3[CH:12]=[C:11]2I)(=[O:9])=[O:8])[CH:6]=[CH:5][CH:4]=[CH:3][CH:2]=1.[CH3:38][N:39]1[CH:43]=[C:42](B2OC(C)(C)C(C)(C)O2)[CH:41]=[N:40]1. Given the product [C:1]1([S:7]([N:10]2[C:14]3[N:15]=[CH:16][N:17]=[C:18]([N:19]4[CH2:24][CH2:23][CH:22]([NH:25][S:26]([C:29]5[CH:34]=[CH:33][C:32]([CH2:35][CH3:36])=[CH:31][CH:30]=5)(=[O:28])=[O:27])[CH2:21][CH2:20]4)[C:13]=3[CH:12]=[C:11]2[C:42]2[CH:41]=[N:40][N:39]([CH3:38])[CH:43]=2)(=[O:9])=[O:8])[CH:6]=[CH:5][CH:4]=[CH:3][CH:2]=1, predict the reactants needed to synthesize it. (3) Given the product [C:1]1([CH2:7][N:8]2[C:16]3[C:11](=[CH:12][C:13]([CH2:17][OH:18])=[CH:14][CH:15]=3)[CH:10]=[CH:9]2)[CH:6]=[CH:5][CH:4]=[CH:3][CH:2]=1, predict the reactants needed to synthesize it. The reactants are: [C:1]1([CH2:7][N:8]2[C:16]3[C:11](=[CH:12][C:13]([C:17](OC)=[O:18])=[CH:14][CH:15]=3)[CH:10]=[CH:9]2)[CH:6]=[CH:5][CH:4]=[CH:3][CH:2]=1.[Li]. (4) Given the product [F:1][C:2]1[CH:3]=[CH:4][C:5]([NH:8][C:9]([C:11]2([C:14]([NH:16][C:17]3[CH:22]=[CH:21][C:20]([O:23][C:37]4[C:36]5[C:41](=[CH:42][C:33]([O:32][CH2:25][C:26]6[CH:31]=[CH:30][CH:29]=[CH:28][CH:27]=6)=[C:34]([O:51][CH3:52])[CH:35]=5)[N:40]=[CH:39][CH:38]=4)=[C:19]([F:24])[CH:18]=3)=[O:15])[CH2:13][CH2:12]2)=[O:10])=[CH:6][CH:7]=1, predict the reactants needed to synthesize it. The reactants are: [F:1][C:2]1[CH:7]=[CH:6][C:5]([NH:8][C:9]([C:11]2([C:14]([NH:16][C:17]3[CH:22]=[CH:21][C:20]([OH:23])=[C:19]([F:24])[CH:18]=3)=[O:15])[CH2:13][CH2:12]2)=[O:10])=[CH:4][CH:3]=1.[CH2:25]([O:32][C:33]1[CH:42]=[C:41]2[C:36]([C:37](OS(C(F)(F)F)(=O)=O)=[CH:38][CH:39]=[N:40]2)=[CH:35][C:34]=1[O:51][CH3:52])[C:26]1[CH:31]=[CH:30][CH:29]=[CH:28][CH:27]=1.N1C(C)=CC=CC=1C. (5) Given the product [Cl:16][C:17]1[CH:25]=[CH:24][C:20]([C:21]([NH:7][C:6]2[CH:8]=[CH:9][C:3]([S:2][CH3:1])=[CH:4][CH:5]=2)=[O:22])=[CH:19][CH:18]=1, predict the reactants needed to synthesize it. The reactants are: [CH3:1][S:2][C:3]1[CH:9]=[CH:8][C:6]([NH2:7])=[CH:5][CH:4]=1.N1C=CC=CC=1.[Cl:16][C:17]1[CH:25]=[CH:24][C:20]([C:21](Cl)=[O:22])=[CH:19][CH:18]=1. (6) Given the product [O:15]1[CH:19]=[CH:18][CH:17]=[C:16]1[C:2]1[C:7](=[O:8])[N:6]2[N:9]=[CH:10][C:11]([C:12]#[N:13])=[C:5]2[NH:4][C:3]=1[CH3:14], predict the reactants needed to synthesize it. The reactants are: Br[C:2]1[C:7](=[O:8])[N:6]2[N:9]=[CH:10][C:11]([C:12]#[N:13])=[C:5]2[NH:4][C:3]=1[CH3:14].[O:15]1[CH:19]=[CH:18][CH:17]=[C:16]1B(O)O.C(=O)([O-])[O-].[Na+].[Na+].Cl.